This data is from Full USPTO retrosynthesis dataset with 1.9M reactions from patents (1976-2016). The task is: Predict the reactants needed to synthesize the given product. Given the product [F:20][C:17]1[CH:18]=[CH:19][C:14]([C:13]2[C:9]3[CH:8]=[CH:7][C:6]([O:5][CH2:4][CH2:3][CH2:2][N:22]([CH2:26][CH2:27][OH:28])[CH2:23][CH2:24][OH:25])=[CH:21][C:10]=3[S:11][CH:12]=2)=[CH:15][CH:16]=1, predict the reactants needed to synthesize it. The reactants are: Br[CH2:2][CH2:3][CH2:4][O:5][C:6]1[CH:7]=[CH:8][C:9]2[C:13]([C:14]3[CH:19]=[CH:18][C:17]([F:20])=[CH:16][CH:15]=3)=[CH:12][S:11][C:10]=2[CH:21]=1.[NH:22]([CH2:26][CH2:27][OH:28])[CH2:23][CH2:24][OH:25].